Dataset: Catalyst prediction with 721,799 reactions and 888 catalyst types from USPTO. Task: Predict which catalyst facilitates the given reaction. (1) Reactant: [NH2:1][CH2:2][CH2:3][CH2:4][N:5]1[C:17]2[C:16]3[CH:15]=[CH:14][CH:13]=[CH:12][C:11]=3[N:10]=[C:9]([NH2:18])[C:8]=2[N:7]=[C:6]1[CH2:19][O:20][CH2:21][CH3:22].[CH:23]([C:25]1[CH:26]=[C:27]([CH:37]=[CH:38][CH:39]=1)[O:28][C:29]([CH3:36])([CH3:35])[C:30]([O:32][CH2:33][CH3:34])=[O:31])=O.CC(O)=O.[BH3-]C#N.[Na+].N. Product: [NH2:18][C:9]1[C:8]2[N:7]=[C:6]([CH2:19][O:20][CH2:21][CH3:22])[N:5]([CH2:4][CH2:3][CH2:2][NH:1][CH2:23][C:25]3[CH:26]=[C:27]([CH:37]=[CH:38][CH:39]=3)[O:28][C:29]([CH3:36])([CH3:35])[C:30]([O:32][CH2:33][CH3:34])=[O:31])[C:17]=2[C:16]2[CH:15]=[CH:14][CH:13]=[CH:12][C:11]=2[N:10]=1. The catalyst class is: 5. (2) Reactant: [CH2:1]1[C:12]2[C:11]3[C:6](=[C:7]([C:13]([OH:15])=O)[CH:8]=[CH:9][CH:10]=3)[NH:5][C:4]=2[CH2:3][CH2:2]1.[CH2:16]([O:18][C:19](=[O:23])[C@H:20]([CH3:22])[NH2:21])[CH3:17].Cl.CN(C)CCCN=C=NCC.ON1C2C=CC=CC=2N=N1.C(N(C(C)C)CC)(C)C. Product: [CH2:1]1[C:12]2[C:11]3[CH:10]=[CH:9][CH:8]=[C:7]([C:13]([NH:21][C@@H:20]([CH3:22])[C:19]([O:18][CH2:16][CH3:17])=[O:23])=[O:15])[C:6]=3[NH:5][C:4]=2[CH2:3][CH2:2]1. The catalyst class is: 2. (3) Reactant: [C:1]([O:5][C:6](=[O:21])[C:7]([S:10][C:11]1[CH:12]=[C:13]2[C:17](=[CH:18][CH:19]=1)[CH2:16][CH:15]([NH2:20])[CH2:14]2)([CH3:9])[CH3:8])([CH3:4])([CH3:3])[CH3:2].[C:22](Cl)(=[O:24])[CH3:23]. Product: [C:1]([O:5][C:6](=[O:21])[C:7]([S:10][C:11]1[CH:12]=[C:13]2[C:17](=[CH:18][CH:19]=1)[CH2:16][CH:15]([NH:20][C:22](=[O:24])[CH3:23])[CH2:14]2)([CH3:9])[CH3:8])([CH3:2])([CH3:3])[CH3:4]. The catalyst class is: 2.